From a dataset of Full USPTO retrosynthesis dataset with 1.9M reactions from patents (1976-2016). Predict the reactants needed to synthesize the given product. (1) Given the product [CH3:17][C:12]([CH3:13])([CH3:14])[CH2:11][N:10]1[C:5]2[C:6](=[N:7][C:2]([CH2:57][CH2:56][C:55]([O:54][CH3:52])=[O:59])=[CH:3][CH:4]=2)[N:8]([CH3:16])[C:9]1=[O:15], predict the reactants needed to synthesize it. The reactants are: Cl[C:2]1[N:7]=[C:6]2[N:8]([CH3:16])[C:9](=[O:15])[N:10]([CH2:11][CH:12]3[CH2:14][CH2:13]3)[C:5]2=[CH:4][CH:3]=1.[CH3:17]C(C1C=C(C(C)C)C(C2C=CC=CC=2P(C2CCCCC2)C2CCCCC2)=C(C(C)C)C=1)C.[Br-].[CH2:52]([O:54][C:55](=[O:59])[CH2:56][CH2:57][Zn+])C.C1COCC1. (2) The reactants are: C([O-])([O-])=O.[K+].[K+].[CH2:7]([N:9]([CH2:14][CH3:15])[C:10](=[O:13])[CH2:11]Cl)[CH3:8].CN(C=O)C.[Cl:21][C:22]1[C:31]([OH:32])=[C:30]([S:33]([CH2:36][CH3:37])(=[O:35])=[O:34])[CH:29]=[CH:28][C:23]=1[C:24]([O:26][CH3:27])=[O:25]. Given the product [Cl:21][C:22]1[C:31]([O:32][CH2:11][C:10]([N:9]([CH2:14][CH3:15])[CH2:7][CH3:8])=[O:13])=[C:30]([S:33]([CH2:36][CH3:37])(=[O:35])=[O:34])[CH:29]=[CH:28][C:23]=1[C:24]([O:26][CH3:27])=[O:25], predict the reactants needed to synthesize it.